From a dataset of Forward reaction prediction with 1.9M reactions from USPTO patents (1976-2016). Predict the product of the given reaction. (1) Given the reactants [CH:1]12[O:8][CH:7]1[CH2:6][CH:5]([C:9]1[N:13]([CH3:14])[N:12]=[CH:11][C:10]=1[N+:15]([O-:17])=[O:16])[O:4][CH2:3][CH2:2]2.CO.[Cl-].[NH4+].[N-:22]=[N+:23]=[N-:24].[Na+], predict the reaction product. The product is: [N:22]([CH:1]1[CH2:2][CH2:3][O:4][CH:5]([C:9]2[N:13]([CH3:14])[N:12]=[CH:11][C:10]=2[N+:15]([O-:17])=[O:16])[CH2:6][CH:7]1[OH:8])=[N+:23]=[N-:24]. (2) Given the reactants [CH:1]1([CH2:6][CH:7]([N:11]2[C:19]3[C:14](=[CH:15][CH:16]=[C:17]([F:20])[CH:18]=3)[C:13](=O)[C:12]2=[O:22])[C:8]([OH:10])=[O:9])[CH2:5][CH2:4][CH2:3][CH2:2]1.O.NN, predict the reaction product. The product is: [CH:1]1([CH2:6][CH:7]([N:11]2[C:19]3[C:14](=[CH:15][CH:16]=[C:17]([F:20])[CH:18]=3)[CH2:13][C:12]2=[O:22])[C:8]([OH:10])=[O:9])[CH2:5][CH2:4][CH2:3][CH2:2]1. (3) Given the reactants [Cl:1][C:2]1[N:10]=[C:9]2[C:5]([N:6]=[CH:7][N:8]2[CH3:11])=[C:4]([N:12]2[CH2:17][CH2:16][O:15][CH2:14][C@@H:13]2[CH3:18])[N:3]=1.C([N-]C(C)C)(C)C.[Li+].[I:27]Cl.ClCCl, predict the reaction product. The product is: [Cl:1][C:2]1[N:10]=[C:9]2[C:5]([N:6]=[C:7]([I:27])[N:8]2[CH3:11])=[C:4]([N:12]2[CH2:17][CH2:16][O:15][CH2:14][C@@H:13]2[CH3:18])[N:3]=1. (4) The product is: [NH2:48][C:51]1[CH:61]=[CH:60][CH:59]=[CH:58][C:52]=1[O:53][CH2:54][C:55]([NH:11][C:10]1[CH:12]=[CH:13][C:7]([C:4]2[CH:5]=[CH:6][N:1]=[CH:2][CH:3]=2)=[CH:8][CH:9]=1)=[O:56]. Given the reactants [N:1]1[CH:6]=[CH:5][C:4]([C:7]2[CH:13]=[CH:12][C:10]([NH2:11])=[CH:9][CH:8]=2)=[CH:3][CH:2]=1.F[P-](F)(F)(F)(F)F.N1(OC(N(C)C)=[N+](C)C)C2N=CC=CC=2N=N1.ON1C2N=CC=CC=2N=N1.[N+:48]([C:51]1[CH:61]=[CH:60][CH:59]=[CH:58][C:52]=1[O:53][CH2:54][C:55](O)=[O:56])([O-])=O.C(N(CC)C(C)C)(C)C, predict the reaction product. (5) The product is: [F:18][C:19]([F:27])([F:28])[C:20]1[CH:26]=[CH:25][C:23]([NH:24][N:10]=[C:11]2[C:12]([NH2:13])=[N:36][N:35]=[C:14]2[NH2:15])=[CH:22][CH:21]=1. Given the reactants FC(F)(F)C1C=CC(N[N:10]=[C:11]([C:14]#[N:15])[C:12]#[N:13])=CC=1.[F:18][C:19]([F:28])([F:27])[C:20]1[CH:26]=[CH:25][C:23]([NH2:24])=[CH:22][CH:21]=1.C(#N)CC#N.O.[NH2:35][NH2:36], predict the reaction product. (6) Given the reactants C(O[C:6](=O)[N:7]([CH:9]([C:11](=[O:40])[NH:12][CH:13]([C:16]([N:18]1[CH2:22][CH2:21][CH:20]2[N:23]([S:36]([CH3:39])(=[O:38])=[O:37])[CH2:24][CH:25]([C:26]3[C:34]4[C:29](=[CH:30][C:31]([F:35])=[CH:32][CH:33]=4)[NH:28][CH:27]=3)[CH:19]12)=[O:17])[CH2:14][CH3:15])[CH3:10])C)(C)(C)C.C(O)(C(F)(F)F)=O, predict the reaction product. The product is: [F:35][C:31]1[CH:30]=[C:29]2[C:34]([C:26]([CH:25]3[CH:19]4[N:18]([C:16]([CH:13]([NH:12][C:11](=[O:40])[CH:9]([NH:7][CH3:6])[CH3:10])[CH2:14][CH3:15])=[O:17])[CH2:22][CH2:21][CH:20]4[N:23]([S:36]([CH3:39])(=[O:38])=[O:37])[CH2:24]3)=[CH:27][NH:28]2)=[CH:33][CH:32]=1. (7) Given the reactants FC(F)(F)C(O)=O.[NH2:8][C:9]1[N:14]=[CH:13][C:12]([C:15]2[CH:16]=[N:17][N:18]([C@H:20]3[CH2:24][N:23](C(OC(C)(C)C)=O)[C@H:22]([C:32](=[O:35])[NH:33][CH3:34])[CH2:21]3)[CH:19]=2)=[CH:11][C:10]=1[C:36]1[O:37][C:38]2[CH:44]=[CH:43][CH:42]=[CH:41][C:39]=2[N:40]=1, predict the reaction product. The product is: [NH2:8][C:9]1[N:14]=[CH:13][C:12]([C:15]2[CH:16]=[N:17][N:18]([C@H:20]3[CH2:24][NH:23][C@H:22]([C:32]([NH:33][CH3:34])=[O:35])[CH2:21]3)[CH:19]=2)=[CH:11][C:10]=1[C:36]1[O:37][C:38]2[CH:44]=[CH:43][CH:42]=[CH:41][C:39]=2[N:40]=1.